Dataset: Full USPTO retrosynthesis dataset with 1.9M reactions from patents (1976-2016). Task: Predict the reactants needed to synthesize the given product. (1) The reactants are: B(F)(F)F.CCOCC.[Cl:10][C:11]1[CH:12]=[C:13]2[C:19](N)=[N:18][NH:17][C:14]2=[N:15][N:16]=1.N(OCCC(C)C)=O.[I-:29].[Na+]. Given the product [Cl:10][C:11]1[CH:12]=[C:13]2[C:19]([I:29])=[N:18][NH:17][C:14]2=[N:15][N:16]=1, predict the reactants needed to synthesize it. (2) Given the product [CH:47]1([CH2:51][O:52][C:53]2[CH:70]=[CH:69][C:56]([C:57]([CH:59]3[CH2:60][CH2:61][N:62]([CH2:65][C:66]([OH:68])=[O:67])[CH2:63][CH2:64]3)=[O:58])=[CH:55][CH:54]=2)[CH2:50][CH2:49][CH2:48]1.[CH:47]1([CH2:51][O:52][C:53]2[CH:70]=[CH:69][C:56]([C:57]([CH:59]3[CH2:64][CH2:63][N:62]([CH2:65][C:66]([NH:71][CH2:72][C:73]4[NH:74][C:75](=[O:83])[C:76]5[CH2:82][O:81][CH2:80][CH2:79][C:77]=5[N:78]=4)=[O:68])[CH2:61][CH2:60]3)=[O:58])=[CH:55][CH:54]=2)[CH2:50][CH2:49][CH2:48]1, predict the reactants needed to synthesize it. The reactants are: C(OC1C=CC(C(C2CCN(CC(O)=O)CC2)=O)=CC=1)C.FC1C=CC(C(C2CCN(CC(O)=O)CC2)=O)=CC=1.C1(CO)CCC1.[CH:47]1([CH2:51][O:52][C:53]2[CH:70]=[CH:69][C:56]([C:57]([CH:59]3[CH2:64][CH2:63][N:62]([CH2:65][C:66]([OH:68])=[O:67])[CH2:61][CH2:60]3)=[O:58])=[CH:55][CH:54]=2)[CH2:50][CH2:49][CH2:48]1.[NH2:71][CH2:72][C:73]1[NH:74][C:75](=[O:83])[C:76]2[CH2:82][O:81][CH2:80][CH2:79][C:77]=2[N:78]=1.C(O)(C(F)(F)F)=O.